From a dataset of NCI-60 drug combinations with 297,098 pairs across 59 cell lines. Regression. Given two drug SMILES strings and cell line genomic features, predict the synergy score measuring deviation from expected non-interaction effect. (1) Drug 1: C1CCN(CC1)CCOC2=CC=C(C=C2)C(=O)C3=C(SC4=C3C=CC(=C4)O)C5=CC=C(C=C5)O. Drug 2: CCN(CC)CCNC(=O)C1=C(NC(=C1C)C=C2C3=C(C=CC(=C3)F)NC2=O)C. Cell line: UACC62. Synergy scores: CSS=-2.38, Synergy_ZIP=2.02, Synergy_Bliss=1.78, Synergy_Loewe=-2.61, Synergy_HSA=-2.12. (2) Synergy scores: CSS=2.27, Synergy_ZIP=2.81, Synergy_Bliss=7.22, Synergy_Loewe=5.54, Synergy_HSA=4.15. Cell line: ACHN. Drug 1: CS(=O)(=O)C1=CC(=C(C=C1)C(=O)NC2=CC(=C(C=C2)Cl)C3=CC=CC=N3)Cl. Drug 2: COC1=C2C(=CC3=C1OC=C3)C=CC(=O)O2. (3) Drug 1: CC(CN1CC(=O)NC(=O)C1)N2CC(=O)NC(=O)C2. Drug 2: CN1C2=C(C=C(C=C2)N(CCCl)CCCl)N=C1CCCC(=O)O.Cl. Cell line: LOX IMVI. Synergy scores: CSS=24.8, Synergy_ZIP=-8.32, Synergy_Bliss=-8.38, Synergy_Loewe=-5.18, Synergy_HSA=-3.75. (4) Drug 2: C#CCC(CC1=CN=C2C(=N1)C(=NC(=N2)N)N)C3=CC=C(C=C3)C(=O)NC(CCC(=O)O)C(=O)O. Drug 1: C1CN1P(=S)(N2CC2)N3CC3. Cell line: UACC62. Synergy scores: CSS=59.7, Synergy_ZIP=-2.71, Synergy_Bliss=-4.69, Synergy_Loewe=-17.0, Synergy_HSA=-1.78. (5) Drug 1: COC1=CC(=CC(=C1O)OC)C2C3C(COC3=O)C(C4=CC5=C(C=C24)OCO5)OC6C(C(C7C(O6)COC(O7)C8=CC=CS8)O)O. Drug 2: CS(=O)(=O)CCNCC1=CC=C(O1)C2=CC3=C(C=C2)N=CN=C3NC4=CC(=C(C=C4)OCC5=CC(=CC=C5)F)Cl. Cell line: HCT116. Synergy scores: CSS=54.2, Synergy_ZIP=3.91, Synergy_Bliss=6.09, Synergy_Loewe=-22.9, Synergy_HSA=5.81. (6) Drug 1: C1CCC(C1)C(CC#N)N2C=C(C=N2)C3=C4C=CNC4=NC=N3. Drug 2: C1=NC2=C(N=C(N=C2N1C3C(C(C(O3)CO)O)O)F)N. Cell line: A549. Synergy scores: CSS=1.14, Synergy_ZIP=-3.30, Synergy_Bliss=-4.27, Synergy_Loewe=-7.94, Synergy_HSA=-5.65.